From a dataset of Reaction yield outcomes from USPTO patents with 853,638 reactions. Predict the reaction yield, written as a fraction of the theoretical maximum amount of product (1.0 means a 100% yield; for example, 0.34 means a 34% yield). (1) The reactants are [Cl-].[Cl-].[Cl-].[Al+3].ClCCl.Cl[C:9]([CH3:17])([CH2:11][CH2:12][C:13](Cl)([CH3:15])[CH3:14])[CH3:10].[C:18]1([OH:24])[CH:23]=[CH:22][CH:21]=[CH:20][CH:19]=1. The catalyst is [Cl-].[Cl-].C. The product is [CH3:10][C:9]1([CH3:17])[CH2:11][CH2:12][C:13]([CH3:15])([CH3:14])[C:22]2[CH:23]=[C:18]([OH:24])[CH:19]=[CH:20][C:21]1=2. The yield is 0.840. (2) The reactants are [OH:1][C:2]1[CH:7]=[CH:6][C:5]([N:8]2[C:13](=[O:14])[C:12]([CH2:15][C:16]3[CH:21]=[CH:20][C:19]([C:22]4[C:23]([C:28]#[N:29])=[CH:24][CH:25]=[CH:26][CH:27]=4)=[CH:18][CH:17]=3)=[C:11]([CH2:30][CH2:31][CH3:32])[N:10]=[C:9]2[CH3:33])=[CH:4][CH:3]=1.[CH3:34][C:35]1([CH3:42])[CH2:40][CH:39](O)[CH2:38][CH2:37][O:36]1.C1(P(C2C=CC=CC=2)C2C=CC=CC=2)C=CC=CC=1.[N:63]([C:64]([O:66]C(C)C)=[O:65])=[N:63][C:64]([O:66]C(C)C)=[O:65]. The catalyst is O1CCCC1.O. The product is [CH3:34][C:35]1([CH3:42])[CH2:40][CH:39]([O:1][C:2]2[CH:3]=[CH:4][C:5]([N:8]3[C:13](=[O:14])[C:12]([CH2:15][C:16]4[CH:21]=[CH:20][C:19]([C:22]5[CH:27]=[CH:26][CH:25]=[CH:24][C:23]=5[C:28]5[NH:63][C:64](=[O:65])[O:66][N:29]=5)=[CH:18][CH:17]=4)=[C:11]([CH2:30][CH2:31][CH3:32])[N:10]=[C:9]3[CH3:33])=[CH:6][CH:7]=2)[CH2:38][CH2:37][O:36]1. The yield is 0.350. (3) The reactants are [CH3:1][C:2]([OH:12])([CH3:11])[CH2:3][C@@H:4]([C@H:6]1[C@H:8]([CH:9]=[CH2:10])[O:7]1)[OH:5].C(Cl)Cl.C[N+]1([O-])CCOCC1.CC1(C)C2(CS(O)(=O)=O)C(CC1CC2)=O. The catalyst is CCC[N+](CCC)(CCC)CCC.[O-][Ru](=O)(=O)=O.CCN(CC)CC. The product is [OH:7][C@@H:6]1[C@@H:8]([CH:9]=[CH2:10])[O:12][C:2]([CH3:11])([CH3:1])[CH2:3][C:4]1=[O:5]. The yield is 0.200. (4) The reactants are [C:1]([O:5][C:6]([N:8]1[CH2:15][C:14]2[C:10](=[N:11][NH:12][C:13]=2[NH2:16])[CH2:9]1)=[O:7])([CH3:4])([CH3:3])[CH3:2].[CH3:17][CH:18]([C:22](=O)[CH3:23])[C:19](=O)[CH3:20]. The catalyst is CC(O)=O. The product is [C:1]([O:5][C:6]([N:8]1[CH2:15][C:14]2=[C:13]3[N:12]([N:11]=[C:10]2[CH2:9]1)[C:22]([CH3:23])=[C:18]([CH3:17])[C:19]([CH3:20])=[N:16]3)=[O:7])([CH3:4])([CH3:2])[CH3:3]. The yield is 0.520. (5) The product is [Cl:1][C:2]([Cl:36])([Cl:37])[CH2:3][O:4][C:5](=[O:35])[C:6]1[CH:11]=[CH:10][CH:9]=[CH:8][C:7]=1[CH2:12][S:13][C:14]1[CH:19]=[CH:18][CH:17]=[C:16]([CH2:20][C:21]([O:23][CH2:73][CH2:72][C:69]2[CH:68]=[CH:67][C:66]([C:65]([F:64])([F:75])[F:76])=[CH:71][CH:70]=2)=[O:22])[CH:15]=1. The yield is 0.680. The reactants are [Cl:1][C:2]([Cl:37])([Cl:36])[CH2:3][O:4][C:5](=[O:35])[C:6]1[CH:11]=[CH:10][CH:9]=[CH:8][C:7]=1[CH2:12][S:13][C:14]1[CH:19]=[CH:18][CH:17]=[C:16]([CH2:20][C:21]([O:23]CC2C=CC(C(F)(F)F)=CC=2)=[O:22])[CH:15]=1.ClC(Cl)(Cl)COC(=O)C1C=CC=CC=1CSC1C=CC=C(CC(O)=O)C=1.[F:64][C:65]([F:76])([F:75])[C:66]1[CH:71]=[CH:70][C:69]([CH:72](O)[CH3:73])=[CH:68][CH:67]=1.C(Cl)Cl. The catalyst is CN(C1C=CN=CC=1)C.CCCCCCC.CCOC(C)=O.